From a dataset of Reaction yield outcomes from USPTO patents with 853,638 reactions. Predict the reaction yield, written as a fraction of the theoretical maximum amount of product (1.0 means a 100% yield; for example, 0.34 means a 34% yield). (1) The reactants are [OH:1][C:2]1[CH:11]=[C:10]2[C:5]([C:6]([O:12][C:13]3[CH:18]=[CH:17][C:16]([NH:19][C:20]([C:22]4[C:23](=[O:35])[N:24]([C:29]5[CH:34]=[CH:33][CH:32]=[CH:31][CH:30]=5)[N:25]([CH3:28])[C:26]=4[CH3:27])=[O:21])=[CH:15][C:14]=3[F:36])=[CH:7][CH:8]=[N:9]2)=[CH:4][CH:3]=1.C(=O)([O-])[O-].[Cs+].[Cs+].CS(O[CH2:48][C@H:49]1[CH2:55][CH2:54][C:51]2([CH2:53][CH2:52]2)[O:50]1)(=O)=O. The catalyst is CN(C)C(=O)C. The product is [CH2:52]1[C:51]2([CH2:54][CH2:55][C@H:49]([CH2:48][O:1][C:2]3[CH:11]=[C:10]4[C:5]([C:6]([O:12][C:13]5[CH:18]=[CH:17][C:16]([NH:19][C:20]([C:22]6[C:23](=[O:35])[N:24]([C:29]7[CH:30]=[CH:31][CH:32]=[CH:33][CH:34]=7)[N:25]([CH3:28])[C:26]=6[CH3:27])=[O:21])=[CH:15][C:14]=5[F:36])=[CH:7][CH:8]=[N:9]4)=[CH:4][CH:3]=3)[O:50]2)[CH2:53]1. The yield is 0.600. (2) The reactants are [OH:1][C:2]1[CH:7]=[C:6]([CH3:8])[C:5]([NH:9][CH:10]=[O:11])=[C:4]([CH3:12])[C:3]=1[CH3:13].Br[CH2:15][C:16]([CH3:25])=[CH:17][C:18]1[CH:23]=[CH:22][C:21]([F:24])=[CH:20][CH:19]=1. The catalyst is C(OCC)(=O)C.CCCCCC. The product is [F:24][C:21]1[CH:22]=[CH:23][C:18]([CH:17]=[C:16]([CH3:25])[CH2:15][O:1][C:2]2[CH:7]=[C:6]([CH3:8])[C:5]([NH:9][CH:10]=[O:11])=[C:4]([CH3:12])[C:3]=2[CH3:13])=[CH:19][CH:20]=1. The yield is 0.520.